This data is from Full USPTO retrosynthesis dataset with 1.9M reactions from patents (1976-2016). The task is: Predict the reactants needed to synthesize the given product. The reactants are: [Br:1][C:2]1[CH:9]=[CH:8][CH:7]=[CH:6][C:3]=1[CH:4]=O.[NH2:10][C:11]1[CH:15]=[CH:14][NH:13][N:12]=1.[C:16]([CH2:21][C:22]([O:24][CH2:25][CH3:26])=[O:23])(=O)[CH:17]([CH3:19])[CH3:18]. Given the product [Br:1][C:2]1[CH:9]=[CH:8][CH:7]=[CH:6][C:3]=1[CH:4]1[C:21]([C:22]([O:24][CH2:25][CH3:26])=[O:23])=[C:16]([CH:17]([CH3:19])[CH3:18])[NH:10][C:11]2=[N:12][NH:13][CH:14]=[C:15]12, predict the reactants needed to synthesize it.